This data is from Reaction yield outcomes from USPTO patents with 853,638 reactions. The task is: Predict the reaction yield, written as a fraction of the theoretical maximum amount of product (1.0 means a 100% yield; for example, 0.34 means a 34% yield). (1) The reactants are [Cl:1][C:2]1[N:7]=[C:6]([C:8]([O:10]CC)=O)[C:5]([CH3:13])=[C:4]([N:14]2[CH2:19][CH2:18][N:17]([CH3:20])[CH2:16][C@@H:15]2[CH3:21])[N:3]=1.Cl.[NH2:23][CH2:24][C:25]1[C:26](=[O:33])[NH:27][C:28]([CH3:32])=[CH:29][C:30]=1[CH3:31].F[P-](F)(F)(F)(F)F.N1(OC(N(C)C)=[N+](C)C)C2N=CC=CC=2N=N1.C(N(CC)C(C)C)(C)C. The catalyst is CN(C)C=O. The product is [Cl:1][C:2]1[N:7]=[C:6]([C:8]([NH:23][CH2:24][C:25]2[C:26](=[O:33])[NH:27][C:28]([CH3:32])=[CH:29][C:30]=2[CH3:31])=[O:10])[C:5]([CH3:13])=[C:4]([N:14]2[CH2:19][CH2:18][N:17]([CH3:20])[CH2:16][C@@H:15]2[CH3:21])[N:3]=1. The yield is 0.390. (2) The reactants are [CH2:1]([NH:5][CH2:6][CH2:7][CH2:8][CH3:9])[CH2:2][CH2:3][CH3:4].[CH2:10]=O. No catalyst specified. The product is [CH3:10][N:5]([CH2:6][CH2:7][CH2:8][CH3:9])[CH2:1][CH2:2][CH2:3][CH3:4]. The yield is 0.956. (3) The reactants are [Cl:1][C:2]1[CH:10]=[C:6]([C:7]([OH:9])=O)[C:5]([OH:11])=[CH:4][CH:3]=1.[F:12][C:13]1[C:19]([C:20]([F:23])([F:22])[F:21])=[CH:18][CH:17]=[CH:16][C:14]=1[NH2:15]. The product is [Cl:1][C:2]1[CH:3]=[CH:4][C:5]([OH:11])=[C:6]([CH:10]=1)[C:7]([NH:15][C:14]1[CH:16]=[CH:17][CH:18]=[C:19]([C:20]([F:21])([F:22])[F:23])[C:13]=1[F:12])=[O:9]. The yield is 0.717. No catalyst specified. (4) The reactants are [Cl:1][C:2]1[N:7]=[C:6](Cl)[CH:5]=[CH:4][N:3]=1.C(N(CC)CC)C.[NH2:16][NH2:17].O. The catalyst is C(O)C. The product is [Cl:1][C:2]1[N:7]=[C:6]([NH:16][NH2:17])[CH:5]=[CH:4][N:3]=1. The yield is 0.230. (5) The reactants are [Cl:1][C:2]1[CH:7]=[CH:6][C:5]([C:8]2[CH:9]=[N:10][CH:11]=[C:12]3[C:17]=2[N:16]=[C:15]([C:18]([OH:20])=O)[CH:14]=[CH:13]3)=[CH:4][CH:3]=1.C(N(CC)C(C)C)(C)C.F[P-](F)(F)(F)(F)F.N1(OC(N(C)C)=[N+](C)C)C2N=CC=CC=2N=N1.[F:54][C:55]([F:59])([F:58])[CH2:56][NH2:57]. The catalyst is CN(C)C=O. The product is [Cl:1][C:2]1[CH:3]=[CH:4][C:5]([C:8]2[CH:9]=[N:10][CH:11]=[C:12]3[C:17]=2[N:16]=[C:15]([C:18]([NH:57][CH2:56][C:55]([F:59])([F:58])[F:54])=[O:20])[CH:14]=[CH:13]3)=[CH:6][CH:7]=1. The yield is 0.0600. (6) The reactants are [CH2:1]([O:8][C:9]([N:11]=[C:12]([C:18]([F:21])([F:20])[F:19])[C:13]([O:15][CH2:16][CH3:17])=[O:14])=[O:10])[C:2]1[CH:7]=[CH:6][CH:5]=[CH:4][CH:3]=1.[BH4-].[Na+]. The catalyst is C(OCC)C. The product is [CH2:1]([O:8][C:9]([NH:11][CH:12]([C:18]([F:19])([F:21])[F:20])[C:13]([O:15][CH2:16][CH3:17])=[O:14])=[O:10])[C:2]1[CH:3]=[CH:4][CH:5]=[CH:6][CH:7]=1. The yield is 0.480. (7) The reactants are [F:1][C:2]([F:24])([F:23])[C:3]1[CH:4]=[C:5]([C:13]2[N:17]=[CH:16][N:15](/[CH:18]=[CH:19]\[C:20](O)=[O:21])[N:14]=2)[CH:6]=[C:7]([C:9]([F:12])([F:11])[F:10])[CH:8]=1.[C:25]([O:29][C:30](=[O:38])[NH:31][CH2:32][C:33]1([F:37])[CH2:36][NH:35][CH2:34]1)([CH3:28])([CH3:27])[CH3:26].C(P1(=O)OP(CCC)(=O)OP(CCC)(=O)O1)CC.CCN(C(C)C)C(C)C. The catalyst is C(Cl)Cl. The product is [C:25]([O:29][C:30](=[O:38])[NH:31][CH2:32][C:33]1([F:37])[CH2:34][N:35]([C:20](=[O:21])/[CH:19]=[CH:18]\[N:15]2[CH:16]=[N:17][C:13]([C:5]3[CH:6]=[C:7]([C:9]([F:10])([F:11])[F:12])[CH:8]=[C:3]([C:2]([F:23])([F:24])[F:1])[CH:4]=3)=[N:14]2)[CH2:36]1)([CH3:28])([CH3:26])[CH3:27]. The yield is 0.500.